Dataset: Peptide-MHC class II binding affinity with 134,281 pairs from IEDB. Task: Regression. Given a peptide amino acid sequence and an MHC pseudo amino acid sequence, predict their binding affinity value. This is MHC class II binding data. (1) The peptide sequence is IKGKKVFNTRRNTLL. The MHC is DRB1_0101 with pseudo-sequence DRB1_0101. The binding affinity (normalized) is 0.617. (2) The peptide sequence is AYESYKFIPALEAAV. The MHC is DRB1_0802 with pseudo-sequence DRB1_0802. The binding affinity (normalized) is 0.712. (3) The peptide sequence is ALRWNLQMGHSVLPK. The MHC is DRB3_0202 with pseudo-sequence DRB3_0202. The binding affinity (normalized) is 0.371. (4) The peptide sequence is RKAGKSVVVLNRKTF. The MHC is DRB3_0301 with pseudo-sequence DRB3_0301. The binding affinity (normalized) is 0.519.